This data is from Full USPTO retrosynthesis dataset with 1.9M reactions from patents (1976-2016). The task is: Predict the reactants needed to synthesize the given product. (1) The reactants are: [Br:1][C:2]1[CH:7]=[CH:6][C:5]([CH:8]2[O:12]C(=O)[NH:10][CH:9]2[CH2:14][C:15]2[CH:20]=[CH:19][CH:18]=[C:17]([O:21][C:22]([F:27])([F:26])[CH:23]([F:25])[F:24])[CH:16]=2)=[CH:4][CH:3]=1.[OH-].[Na+]. Given the product [NH2:10][CH:9]([CH2:14][C:15]1[CH:20]=[CH:19][CH:18]=[C:17]([O:21][C:22]([F:27])([F:26])[CH:23]([F:25])[F:24])[CH:16]=1)[CH:8]([C:5]1[CH:6]=[CH:7][C:2]([Br:1])=[CH:3][CH:4]=1)[OH:12], predict the reactants needed to synthesize it. (2) Given the product [Cl:1][C:2]1[C:7]([F:8])=[CH:6][C:5]([NH2:9])=[C:4]([F:12])[CH:3]=1, predict the reactants needed to synthesize it. The reactants are: [Cl:1][C:2]1[C:7]([F:8])=[CH:6][C:5]([N+:9]([O-])=O)=[C:4]([F:12])[CH:3]=1. (3) Given the product [CH3:1][N:2]([CH3:17])[CH2:3][CH2:4][N:5]([CH3:16])[C:6]1[CH:11]=[CH:10][CH:9]=[C:8]([NH2:12])[C:7]=1[NH2:13], predict the reactants needed to synthesize it. The reactants are: [CH3:1][N:2]([CH3:17])[CH2:3][CH2:4][N:5]([CH3:16])[C:6]1[CH:11]=[CH:10][CH:9]=[C:8]([NH2:12])[C:7]=1[N+:13]([O-])=O.[H][H]. (4) Given the product [NH2:9][C@@:8]([C@H:12]1[CH2:13][O:14][CH2:15][C@H:11]1[OH:10])([C:3]1[CH:4]=[CH:5][CH:6]=[CH:7][C:2]=1[F:1])[CH3:16], predict the reactants needed to synthesize it. The reactants are: [F:1][C:2]1[CH:7]=[CH:6][CH:5]=[CH:4][C:3]=1[C@:8]1([CH3:16])[C@H:12]2[CH2:13][O:14][CH2:15][C@H:11]2[O:10][NH:9]1.C([O-])=O.[NH4+].